Predict the product of the given reaction. From a dataset of Forward reaction prediction with 1.9M reactions from USPTO patents (1976-2016). (1) Given the reactants C(S[C:4]1[CH:9]=[CH:8][CH:7]=[CH:6][C:5]=1[C:10]1[N:22]([CH3:23])[C:13]2=[N:14][CH:15]=[C:16]([C:18]([F:21])([F:20])[F:19])[CH:17]=[C:12]2[N:11]=1)C.Cl[C:25]1C=CC=C(C(OO)=O)[CH:26]=1.[Na].[S:36]([O-:40])([O-])(=[O:38])=S, predict the reaction product. The product is: [CH2:25]([S:36]([C:4]1[CH:9]=[CH:8][CH:7]=[CH:6][C:5]=1[C:10]1[N:22]([CH3:23])[C:13]2=[N:14][CH:15]=[C:16]([C:18]([F:21])([F:19])[F:20])[CH:17]=[C:12]2[N:11]=1)(=[O:40])=[O:38])[CH3:26]. (2) Given the reactants [CH3:1][O:2][C:3]([CH:5]1[CH2:9][CH:8]([NH:10][C:11](=[O:16])[C:12]([F:15])([F:14])[F:13])[CH2:7][N:6]1[C:17]([O:19][C:20]([CH3:23])([CH3:22])[CH3:21])=[O:18])=[O:4].[C:24](=O)([O-])[O-].[K+].[K+].CI, predict the reaction product. The product is: [CH3:1][O:2][C:3]([CH:5]1[CH2:9][CH:8]([N:10]([CH3:24])[C:11](=[O:16])[C:12]([F:15])([F:13])[F:14])[CH2:7][N:6]1[C:17]([O:19][C:20]([CH3:23])([CH3:22])[CH3:21])=[O:18])=[O:4]. (3) Given the reactants Cl[CH2:2][C:3]1[N:4]=[C:5]([NH2:8])[S:6][CH:7]=1.[CH3:9][O:10][C:11](=[O:15])[CH2:12][CH2:13][SH:14], predict the reaction product. The product is: [CH3:9][O:10][C:11](=[O:15])[CH2:12][CH2:13][S:14][CH2:2][C:3]1[N:4]=[C:5]([NH2:8])[S:6][CH:7]=1. (4) Given the reactants [OH:1][C:2]1[CH:7]=[CH:6][C:5]([OH:8])=[CH:4][C:3]=1[C:9]1[C:10]2[NH:14][C:13]([C:15]([CH2:40][CH2:41][CH2:42][CH2:43][CH2:44][CH2:45][CH3:46])=[C:16]3[N:39]=[C:19]([CH:20]=[C:21]4[NH:38][C:24](=[C:25]([CH2:31][CH2:32][CH2:33][CH2:34][CH2:35][CH2:36][CH3:37])[C:26]5[CH:27]=[CH:28][C:29]=1[N:30]=5)[CH:23]=[CH:22]4)[CH:18]=[CH:17]3)=[CH:12][CH:11]=2.CO.C([O-])(=O)C.[Zn+2:53].C([O-])(=O)C, predict the reaction product. The product is: [Zn:53].[OH:1][C:2]1[CH:7]=[CH:6][C:5]([OH:8])=[CH:4][C:3]=1[C:9]1[C:10]2[NH:14][C:13]([C:15]([CH2:40][CH2:41][CH2:42][CH2:43][CH2:44][CH2:45][CH3:46])=[C:16]3[N:39]=[C:19]([CH:20]=[C:21]4[NH:38][C:24](=[C:25]([CH2:31][CH2:32][CH2:33][CH2:34][CH2:35][CH2:36][CH3:37])[C:26]5[CH:27]=[CH:28][C:29]=1[N:30]=5)[CH:23]=[CH:22]4)[CH:18]=[CH:17]3)=[CH:12][CH:11]=2. (5) Given the reactants [Cl-].C[O:3]C[P+](C1C=CC=CC=1)(C1C=CC=CC=1)C1C=CC=CC=1.[K].C[Si]([NH-])(C)C.[F:30][C:31]1[CH:36]=[CH:35][C:34]([C:37]2[N:38]=[CH:39][N:40]3[C:49]=2[CH:48]=[C:47]2[C@@:42]([CH3:52])([C@@H:43](C=O)[CH2:44][CH2:45][CH2:46]2)[CH2:41]3)=[CH:33][CH:32]=1.Cl.N.C1[CH2:59][O:58][CH2:57][CH2:56]1, predict the reaction product. The product is: [F:30][C:31]1[CH:36]=[CH:35][C:34]([C:37]2[N:38]=[CH:39][N:40]3[C:49]=2[CH:48]=[C:47]2[C@@:42]([CH3:52])([C@@H:43]([CH2:56][CH:57]([O:58][CH3:59])[OH:3])[CH2:44][CH2:45][CH2:46]2)[CH2:41]3)=[CH:33][CH:32]=1. (6) Given the reactants C(OC(=O)[NH:7][CH2:8][C:9]1[CH:14]=[CH:13][C:12]([CH2:15][N:16]2[CH2:20][C:19](=[O:21])[N:18]([CH2:22][C:23]3[CH:28]=[CH:27][C:26]([O:29][CH3:30])=[CH:25][C:24]=3[O:31][CH3:32])[S:17]2(=[O:34])=[O:33])=[CH:11][CH:10]=1)(C)(C)C.[ClH:36], predict the reaction product. The product is: [ClH:36].[NH2:7][CH2:8][C:9]1[CH:10]=[CH:11][C:12]([CH2:15][N:16]2[S:17](=[O:33])(=[O:34])[N:18]([CH2:22][C:23]3[CH:28]=[CH:27][C:26]([O:29][CH3:30])=[CH:25][C:24]=3[O:31][CH3:32])[C:19](=[O:21])[CH2:20]2)=[CH:13][CH:14]=1. (7) The product is: [CH2:1]([C@@:5]1([CH2:28][CH3:29])[NH:11][C@H:10]([C:12]2[CH:17]=[CH:16][CH:15]=[CH:14][CH:13]=2)[C:9]2[CH:18]=[C:19]([O:24][CH3:25])[C:20]([CH2:22][NH:30][CH2:31][CH2:32][CH2:33][C:34]([OH:36])=[O:35])=[CH:21][C:8]=2[S:7](=[O:26])(=[O:27])[CH2:6]1)[CH2:2][CH2:3][CH3:4]. Given the reactants [CH2:1]([C@@:5]1([CH2:28][CH3:29])[NH:11][C@H:10]([C:12]2[CH:17]=[CH:16][CH:15]=[CH:14][CH:13]=2)[C:9]2[CH:18]=[C:19]([O:24][CH3:25])[C:20]([CH:22]=O)=[CH:21][C:8]=2[S:7](=[O:27])(=[O:26])[CH2:6]1)[CH2:2][CH2:3][CH3:4].[NH2:30][CH2:31][CH2:32][CH2:33][C:34]([O:36]C)=[O:35].C(O)(=O)C.C(=O)([O-])[O-].[Na+].[Na+], predict the reaction product.